This data is from Full USPTO retrosynthesis dataset with 1.9M reactions from patents (1976-2016). The task is: Predict the reactants needed to synthesize the given product. Given the product [CH:4]([C:3]1[CH:6]=[C:7]([I:10])[CH:8]=[CH:9][C:2]=1[O:19][C:16]1[CH:17]=[CH:18][C:13]([C:11]#[N:12])=[CH:14][CH:15]=1)=[O:5], predict the reactants needed to synthesize it. The reactants are: F[C:2]1[CH:9]=[CH:8][C:7]([I:10])=[CH:6][C:3]=1[CH:4]=[O:5].[C:11]([C:13]1[CH:18]=[CH:17][C:16]([OH:19])=[CH:15][CH:14]=1)#[N:12].C([O-])([O-])=O.[K+].[K+].